Dataset: Forward reaction prediction with 1.9M reactions from USPTO patents (1976-2016). Task: Predict the product of the given reaction. (1) The product is: [C:25]([OH:32])(=[O:31])/[CH:26]=[CH:27]/[C:28]([OH:30])=[O:29].[N:1]12[CH2:6][CH2:5][CH:4]([CH2:7][CH2:8]1)[C@H:3]([O:9][C:10]1[N:15]=[CH:14][C:13]([C:16]3[CH:17]=[C:18]4[C:22](=[CH:23][CH:24]=3)[NH:21][CH:20]=[CH:19]4)=[CH:12][N:11]=1)[CH2:2]2.[N:1]12[CH2:6][CH2:5][CH:4]([CH2:7][CH2:8]1)[C@H:3]([O:9][C:10]1[N:15]=[CH:14][C:13]([C:16]3[CH:17]=[C:18]4[C:22](=[CH:23][CH:24]=3)[NH:21][CH:20]=[CH:19]4)=[CH:12][N:11]=1)[CH2:2]2. Given the reactants [N:1]12[CH2:8][CH2:7][CH:4]([CH2:5][CH2:6]1)[C@H:3]([O:9][C:10]1[N:15]=[CH:14][C:13]([C:16]3[CH:17]=[C:18]4[C:22](=[CH:23][CH:24]=3)[NH:21][CH:20]=[CH:19]4)=[CH:12][N:11]=1)[CH2:2]2.[C:25]([OH:32])(=[O:31])/[CH:26]=[CH:27]/[C:28]([OH:30])=[O:29], predict the reaction product. (2) Given the reactants Br[C:2]1[CH:3]=[C:4]2[C:10]([C@@H:11]([C:13]3[C:18]([O:19][CH3:20])=[CH:17][CH:16]=[C:15]([F:21])[C:14]=3[Cl:22])[CH3:12])=[CH:9][NH:8][C:5]2=[N:6][CH:7]=1.[CH3:23][C:24]1[N:28]([C@H:29]2[CH2:34][CH2:33][C@H:32]([C:35]([O:37][CH2:38][CH3:39])=[O:36])[CH2:31][CH2:30]2)[N:27]=[CH:26][C:25]=1B1OC(C)(C)C(C)(C)O1.[F-].[K+].O, predict the reaction product. The product is: [Cl:22][C:14]1[C:15]([F:21])=[CH:16][CH:17]=[C:18]([O:19][CH3:20])[C:13]=1[C@H:11]([C:10]1[C:4]2[C:5](=[N:6][CH:7]=[C:2]([C:25]3[CH:26]=[N:27][N:28]([C@H:29]4[CH2:30][CH2:31][C@H:32]([C:35]([O:37][CH2:38][CH3:39])=[O:36])[CH2:33][CH2:34]4)[C:24]=3[CH3:23])[CH:3]=2)[NH:8][CH:9]=1)[CH3:12]. (3) Given the reactants [Br:1][C:2]1[CH:3]=[C:4]([O:8][CH3:9])[CH:5]=[CH:6][CH:7]=1.Cl.[F:11][C:12]1[CH:13]=[C:14]([CH:18]=[CH:19][C:20]=1[O:21][CH2:22][CH2:23][N:24]1[CH2:29][CH2:28][CH2:27][CH2:26][CH2:25]1)[C:15](O)=[O:16], predict the reaction product. The product is: [Br:1][C:2]1[CH:3]=[C:4]([O:8][CH3:9])[CH:5]=[CH:6][C:7]=1[C:15]([C:14]1[CH:18]=[CH:19][C:20]([O:21][CH2:22][CH2:23][N:24]2[CH2:29][CH2:28][CH2:27][CH2:26][CH2:25]2)=[C:12]([F:11])[CH:13]=1)=[O:16].